Dataset: Forward reaction prediction with 1.9M reactions from USPTO patents (1976-2016). Task: Predict the product of the given reaction. (1) Given the reactants [NH2:1][C@H:2]1[CH2:6][CH2:5][N:4]([C:7]2[CH:12]=[CH:11][C:10]([O:13][CH2:14][C:15]3[CH:20]=[CH:19][CH:18]=[C:17]([F:21])[CH:16]=3)=[CH:9][CH:8]=2)[C:3]1=[O:22].[C:23](OC(=O)C)(=[O:25])C, predict the reaction product. The product is: [F:21][C:17]1[CH:16]=[C:15]([CH:20]=[CH:19][CH:18]=1)[CH2:14][O:13][C:10]1[CH:9]=[CH:8][C:7]([N:4]2[CH2:5][CH2:6][C@H:2]([NH:1][CH:23]=[O:25])[C:3]2=[O:22])=[CH:12][CH:11]=1. (2) Given the reactants [NH2:1][CH2:2][CH2:3][NH:4][C:5]([C:7]1[C:8](Cl)=[N:9][C:10]2[C:15]([C:16]=1[NH:17][CH2:18][C:19]1[CH:24]=[CH:23][C:22]([O:25][CH3:26])=[C:21]([Cl:27])[CH:20]=1)=[CH:14][C:13]([C:28]#[N:29])=[CH:12][CH:11]=2)=[O:6].CO, predict the reaction product. The product is: [Cl:27][C:21]1[CH:20]=[C:19]([CH:24]=[CH:23][C:22]=1[O:25][CH3:26])[CH2:18][NH:17][C:16]1[C:15]2[C:10](=[CH:11][CH:12]=[C:13]([C:28]#[N:29])[CH:14]=2)[N:9]=[C:8]2[NH:1][CH2:2][CH2:3][NH:4][C:5](=[O:6])[C:7]=12.